From a dataset of Forward reaction prediction with 1.9M reactions from USPTO patents (1976-2016). Predict the product of the given reaction. (1) Given the reactants [F:1][C:2]1[CH:15]=[CH:14][C:13]2[N:12]([S:16]([C:19]3[CH:24]=[CH:23][C:22]([O:25]C)=[CH:21][CH:20]=3)(=[O:18])=[O:17])[CH:11]([CH3:27])[C:10]3[C:5](=[CH:6][C:7]([F:28])=[CH:8][CH:9]=3)[C:4]=2[CH:3]=1.C1CCCCC=1.B(Br)(Br)Br, predict the reaction product. The product is: [F:1][C:2]1[CH:15]=[CH:14][C:13]2[N:12]([S:16]([C:19]3[CH:24]=[CH:23][C:22]([OH:25])=[CH:21][CH:20]=3)(=[O:18])=[O:17])[CH:11]([CH3:27])[C:10]3[C:5](=[CH:6][C:7]([F:28])=[CH:8][CH:9]=3)[C:4]=2[CH:3]=1. (2) Given the reactants [CH2:1]([C:3]1[N:8]=[C:7]([NH:9][C:10]([C:12]2[C:16]3[N:17]=[C:18](Cl)[N:19]=[CH:20][C:15]=3[S:14][CH:13]=2)=[O:11])[CH:6]=[CH:5][CH:4]=1)[CH3:2].[NH2:22][C@@H:23]1[CH2:28][CH2:27][O:26][CH2:25][C@@H:24]1[NH:29][C:30](=[O:36])[O:31][C:32]([CH3:35])([CH3:34])[CH3:33].CCN(C(C)C)C(C)C, predict the reaction product. The product is: [C:32]([O:31][C:30](=[O:36])[NH:29][C@@H:24]1[C@H:23]([NH:22][C:18]2[N:19]=[CH:20][C:15]3[S:14][CH:13]=[C:12]([C:10](=[O:11])[NH:9][C:7]4[CH:6]=[CH:5][CH:4]=[C:3]([CH2:1][CH3:2])[N:8]=4)[C:16]=3[N:17]=2)[CH2:28][CH2:27][O:26][CH2:25]1)([CH3:35])([CH3:33])[CH3:34]. (3) Given the reactants Cl[C:2]1[CH:7]=[C:6]([NH:8][C@@H:9]2[CH2:14][CH2:13][C@H:12]([C:15]([NH:17][CH:18]([CH3:20])[CH3:19])=[O:16])[CH2:11][CH2:10]2)[C:5]([N+:21]([O-:23])=[O:22])=[CH:4][N:3]=1.[NH:24]1[CH2:29][CH2:28][S:27](=[O:31])(=[O:30])[CH2:26][CH2:25]1, predict the reaction product. The product is: [CH:18]([NH:17][C:15]([C@H:12]1[CH2:13][CH2:14][C@@H:9]([NH:8][C:6]2[C:5]([N+:21]([O-:23])=[O:22])=[CH:4][N:3]=[C:2]([N:24]3[CH2:29][CH2:28][S:27](=[O:31])(=[O:30])[CH2:26][CH2:25]3)[CH:7]=2)[CH2:10][CH2:11]1)=[O:16])([CH3:20])[CH3:19].